Dataset: Ames mutagenicity test results for genotoxicity prediction. Task: Regression/Classification. Given a drug SMILES string, predict its toxicity properties. Task type varies by dataset: regression for continuous values (e.g., LD50, hERG inhibition percentage) or binary classification for toxic/non-toxic outcomes (e.g., AMES mutagenicity, cardiotoxicity, hepatotoxicity). Dataset: ames. (1) The drug is ClC1=C(Cl)C2(Cl)C3C4CC(C5OC45)C3C1(Cl)C2(Cl)Cl. The result is 0 (non-mutagenic). (2) The molecule is O=C(O)C[C@H](Cl)C(=O)O. The result is 0 (non-mutagenic). (3) The result is 1 (mutagenic). The drug is C=CCC1C(=O)CC(OC(=O)C2C(C=C(C)C)C2(C)C)=C1C. (4) The molecule is COP(=O)(OC)[C@H](O)C(Cl)(Cl)Cl. The result is 1 (mutagenic). (5) The molecule is O=[N+]([O-])c1ccc2c(c1)nc(/C=N/OCc1ccccc1[N+](=O)[O-])n2Cc1ccc(Cl)cc1Cl. The result is 1 (mutagenic). (6) The compound is CCN(N=O)c1ccccc1. The result is 0 (non-mutagenic). (7) The drug is COc1cccc2c1OC1(C)OOC21C. The result is 1 (mutagenic).